This data is from Reaction yield outcomes from USPTO patents with 853,638 reactions. The task is: Predict the reaction yield, written as a fraction of the theoretical maximum amount of product (1.0 means a 100% yield; for example, 0.34 means a 34% yield). (1) The reactants are [F:1][C:2]1[CH:3]=[C:4]([C:27]2[C:28]([C:33]#[N:34])=[CH:29][CH:30]=[CH:31][CH:32]=2)[CH:5]=[CH:6][C:7]=1[CH2:8][C:9]1[C:14](=[O:15])[N:13]([C:16]2[CH:21]=[CH:20][C:19]([OH:22])=[CH:18][CH:17]=2)[C:12]([CH3:23])=[N:11][C:10]=1[CH2:24][CH2:25][CH3:26].[Si](O[CH:43]1[CH2:48][CH2:47][CH:46]([OH:49])[CH2:45][CH2:44]1)(C(C)(C)C)(C)C.C1(P(C2C=CC=CC=2)C2C=CC=CC=2)C=CC=CC=1.[N:70]([C:71]([O:73]C(C)C)=[O:72])=[N:70][C:71]([O:73]C(C)C)=[O:72]. The catalyst is O1CCCC1.O.C(OCC)(=O)C. The product is [F:1][C:2]1[CH:3]=[C:4]([C:27]2[CH:32]=[CH:31][CH:30]=[CH:29][C:28]=2[C:33]2[NH:70][C:71](=[O:72])[O:73][N:34]=2)[CH:5]=[CH:6][C:7]=1[CH2:8][C:9]1[C:14](=[O:15])[N:13]([C:16]2[CH:21]=[CH:20][C:19]([O:22][CH:43]3[CH2:44][CH2:45][CH:46]([OH:49])[CH2:47][CH2:48]3)=[CH:18][CH:17]=2)[C:12]([CH3:23])=[N:11][C:10]=1[CH2:24][CH2:25][CH3:26]. The yield is 0.430. (2) The reactants are C(OC([NH:8][C:9]1[O:17][C:16]2[C:11](=[N:12][CH:13]=[C:14]([CH2:18][N:19]3[CH2:23][CH2:22][C@H:21]([F:24])[CH2:20]3)[CH:15]=2)[C:10]=1[C:25]([NH:27][C:28]1[CH:29]=[N:30][CH:31]=[CH:32][C:33]=1[N:34]1[CH2:39][C@H:38]([C:40]([F:43])([F:42])[F:41])[CH2:37][C@H:36]([NH:44]C(=O)OC(C)(C)C)[CH2:35]1)=[O:26])=O)(C)(C)C.Cl.O1CCOCC1. The catalyst is CO. The product is [NH2:8][C:9]1[O:17][C:16]2[C:11](=[N:12][CH:13]=[C:14]([CH2:18][N:19]3[CH2:23][CH2:22][C@H:21]([F:24])[CH2:20]3)[CH:15]=2)[C:10]=1[C:25]([NH:27][C:28]1[CH:29]=[N:30][CH:31]=[CH:32][C:33]=1[N:34]1[CH2:39][C@H:38]([C:40]([F:42])([F:43])[F:41])[CH2:37][C@H:36]([NH2:44])[CH2:35]1)=[O:26]. The yield is 0.600.